From a dataset of Forward reaction prediction with 1.9M reactions from USPTO patents (1976-2016). Predict the product of the given reaction. (1) Given the reactants [C:1]([O:5][C:6]([N:8]1[CH2:13][CH2:12][N:11]([C:14]2[C:23]3[C:18](=[C:19]([F:33])[C:20]([C:25]4[CH:30]=[CH:29][C:28]([F:31])=[CH:27][C:26]=4[F:32])=[C:21](Br)[CH:22]=3)[N:17]=[CH:16][N:15]=2)[CH2:10][CH2:9]1)=[O:7])([CH3:4])([CH3:3])[CH3:2].[CH3:34][Zn]C, predict the reaction product. The product is: [C:1]([O:5][C:6]([N:8]1[CH2:13][CH2:12][N:11]([C:14]2[C:23]3[C:18](=[C:19]([F:33])[C:20]([C:25]4[CH:30]=[CH:29][C:28]([F:31])=[CH:27][C:26]=4[F:32])=[C:21]([CH3:34])[CH:22]=3)[N:17]=[CH:16][N:15]=2)[CH2:10][CH2:9]1)=[O:7])([CH3:4])([CH3:3])[CH3:2]. (2) Given the reactants [CH2:1]([O:3][C:4]([C:6]1[CH2:11][CH2:10][O:9][CH2:8][C:7]=1[S:12]([OH:15])(=O)=[O:13])=[O:5])[CH3:2].S(Cl)([Cl:18])=O, predict the reaction product. The product is: [Cl:18][S:12]([C:7]1[CH2:8][O:9][CH2:10][CH2:11][C:6]=1[C:4]([O:3][CH2:1][CH3:2])=[O:5])(=[O:15])=[O:13].